From a dataset of Full USPTO retrosynthesis dataset with 1.9M reactions from patents (1976-2016). Predict the reactants needed to synthesize the given product. (1) Given the product [ClH:41].[ClH:41].[O:1]1[C:10]2[CH:9]=[C:8]([CH2:11][NH:12][C:13]3([CH2:35][OH:36])[CH2:18][CH2:17][N:16]([CH2:19][C@H:20]4[N:31]5[C:32]6[C:23](=[C:24]([F:34])[CH:25]=[N:26][C:27]=6[CH:28]=[CH:29][C:30]5=[O:33])[O:22][CH2:21]4)[CH2:15][CH2:14]3)[N:7]=[CH:6][C:5]=2[O:4][CH2:3][CH2:2]1, predict the reactants needed to synthesize it. The reactants are: [O:1]1[C:10]2[CH:9]=[C:8]([CH2:11][NH:12][C:13]3([C:35](OC)=[O:36])[CH2:18][CH2:17][N:16]([CH2:19][C@H:20]4[N:31]5[C:32]6[C:23](=[C:24]([F:34])[CH:25]=[N:26][C:27]=6[CH:28]=[CH:29][C:30]5=[O:33])[O:22][CH2:21]4)[CH2:15][CH2:14]3)[N:7]=[CH:6][C:5]=2[O:4][CH2:3][CH2:2]1.[BH4-].[Na+].[ClH:41]. (2) Given the product [CH:80]([C@@H:71](/[CH:72]=[C:73](\[CH3:79])/[C:74]([O:76][CH2:77][CH3:78])=[O:75])[N:70]([CH3:83])[C:68](=[O:69])[C@H:67]([C:84]([CH3:88])([S:86][CH3:87])[CH3:85])[NH:66][C:10](=[O:11])[C@H:9]([C:13]([CH3:14])([C:15]1[CH:20]=[CH:19][CH:18]=[CH:17][CH:16]=1)[CH3:21])[N:8]([CH3:22])[C:6](=[O:7])[O:5][C:1]([CH3:3])([CH3:2])[CH3:4])([CH3:82])[CH3:81], predict the reactants needed to synthesize it. The reactants are: [C:1]([O:5][C:6]([N:8]([CH3:22])[C@@H:9]([C:13]([CH3:21])([C:15]1[CH:20]=[CH:19][CH:18]=[CH:17][CH:16]=1)[CH3:14])[C:10](O)=[O:11])=[O:7])([CH3:4])([CH3:3])[CH3:2].F[P-](F)(F)(F)(F)F.N1(O[P+](N2CCCC2)(N2CCCC2)N2CCCC2)C2C=CC=CC=2N=N1.C(N(C(C)C)CC)(C)C.Cl.[NH2:66][C@@H:67]([C:84]([CH3:88])([S:86][CH3:87])[CH3:85])[C:68]([N:70]([CH3:83])[C@@H:71]([CH:80]([CH3:82])[CH3:81])/[CH:72]=[C:73](\[CH3:79])/[C:74]([O:76][CH2:77][CH3:78])=[O:75])=[O:69]. (3) Given the product [CH3:26][C:2]1[CH:10]=[C:9]2[C:5]([CH2:6][N:7]3[C:13]([C:14]4[C:15]([C:20]5[CH:25]=[CH:24][CH:23]=[CH:22][CH:21]=5)=[N:16][O:17][C:18]=4[CH3:19])=[N:12][N:11]=[C:8]32)=[CH:4][CH:3]=1, predict the reactants needed to synthesize it. The reactants are: Br[C:2]1[CH:10]=[C:9]2[C:5]([CH2:6][N:7]3[C:13]([C:14]4[C:15]([C:20]5[CH:25]=[CH:24][CH:23]=[CH:22][CH:21]=5)=[N:16][O:17][C:18]=4[CH3:19])=[N:12][N:11]=[C:8]32)=[CH:4][CH:3]=1.[CH3:26]B(O)O.[O-]P([O-])([O-])=O.[K+].[K+].[K+].